This data is from Full USPTO retrosynthesis dataset with 1.9M reactions from patents (1976-2016). The task is: Predict the reactants needed to synthesize the given product. Given the product [Cl:2][C:3]1[CH:4]=[C:5]([C:13]2[O:17][N:16]=[C:15]([C:18]3[CH:28]=[CH:27][C:21]4[CH2:22][CH2:23][N:24]([CH2:30][C:31]([O:33][CH2:34][CH3:35])=[O:32])[CH2:25][CH2:26][C:20]=4[CH:19]=3)[N:14]=2)[CH:6]=[CH:7][C:8]=1[O:9][CH:10]([CH3:12])[CH3:11], predict the reactants needed to synthesize it. The reactants are: Cl.[Cl:2][C:3]1[CH:4]=[C:5]([C:13]2[O:17][N:16]=[C:15]([C:18]3[CH:28]=[CH:27][C:21]4[CH2:22][CH2:23][NH:24][CH2:25][CH2:26][C:20]=4[CH:19]=3)[N:14]=2)[CH:6]=[CH:7][C:8]=1[O:9][CH:10]([CH3:12])[CH3:11].Br[CH2:30][C:31]([O:33][CH2:34][CH3:35])=[O:32].C(=O)([O-])[O-].[Cs+].[Cs+].